Dataset: Forward reaction prediction with 1.9M reactions from USPTO patents (1976-2016). Task: Predict the product of the given reaction. Given the reactants [CH3:1][C:2]([O:5][C:6]([NH:8][C@H:9]([C:22]([OH:24])=O)[CH2:10][CH2:11][C:12]([O:14][CH2:15][C:16]1[CH:21]=[CH:20][CH:19]=[CH:18][CH:17]=1)=[O:13])=[O:7])([CH3:4])[CH3:3].F[P-](F)(F)(F)(F)F.N1(O[P+](N(C)C)(N(C)C)N(C)C)C2C=CC=CC=2N=N1.CCN(C(C)C)C(C)C.Cl.[NH2:62][CH2:63][C:64]1[CH:71]=[CH:70][C:67]([C:68]#[N:69])=[CH:66][CH:65]=1, predict the reaction product. The product is: [CH2:15]([O:14][C:12](=[O:13])[CH2:11][CH2:10][C@H:9]([NH:8][C:6]([O:5][C:2]([CH3:1])([CH3:3])[CH3:4])=[O:7])[C:22](=[O:24])[NH:69][CH2:68][C:67]1[CH:70]=[CH:71][C:64]([C:63]#[N:62])=[CH:65][CH:66]=1)[C:16]1[CH:17]=[CH:18][CH:19]=[CH:20][CH:21]=1.